The task is: Regression. Given a peptide amino acid sequence and an MHC pseudo amino acid sequence, predict their binding affinity value. This is MHC class II binding data.. This data is from Peptide-MHC class II binding affinity with 134,281 pairs from IEDB. (1) The peptide sequence is LRKVKRVVASLMRGL. The MHC is DRB3_0301 with pseudo-sequence DRB3_0301. The binding affinity (normalized) is 0.898. (2) The peptide sequence is GLAYKFVVPGAATPY. The MHC is DRB3_0101 with pseudo-sequence DRB3_0101. The binding affinity (normalized) is 0. (3) The peptide sequence is ITDTTIGTGDDCISI. The MHC is HLA-DPA10301-DPB10402 with pseudo-sequence HLA-DPA10301-DPB10402. The binding affinity (normalized) is 0. (4) The peptide sequence is SQDLYLSWNLNGLQAY. The MHC is DRB1_1302 with pseudo-sequence DRB1_1302. The binding affinity (normalized) is 0.601.